From a dataset of Full USPTO retrosynthesis dataset with 1.9M reactions from patents (1976-2016). Predict the reactants needed to synthesize the given product. (1) Given the product [F:9][C:10]1[C:15]([C:22]([OH:24])=[O:23])=[CH:14][CH:13]=[C:12]([C:16]2[CH:17]=[CH:18][CH:19]=[CH:20][CH:21]=2)[N:11]=1, predict the reactants needed to synthesize it. The reactants are: [Li+].CC([N-]C(C)C)C.[F:9][C:10]1[CH:15]=[CH:14][CH:13]=[C:12]([C:16]2[CH:21]=[CH:20][CH:19]=[CH:18][CH:17]=2)[N:11]=1.[C:22](=[O:24])=[O:23].Cl. (2) Given the product [C:19]([N:3]1[C:4]2[C:9](=[CH:8][CH:7]=[CH:6][CH:5]=2)[C@@H:10]([N:12]([C:13]2[CH:14]=[CH:15][CH:16]=[CH:17][CH:18]=2)[C:27]([C:23]2[O:22][CH:26]=[CH:25][CH:24]=2)=[O:28])[CH2:11][C@@H:2]1[CH3:1])(=[O:21])[CH3:20], predict the reactants needed to synthesize it. The reactants are: [CH3:1][C@H:2]1[CH2:11][C@H:10]([NH:12][C:13]2[CH:18]=[CH:17][CH:16]=[CH:15][CH:14]=2)[C:9]2[C:4](=[CH:5][CH:6]=[CH:7][CH:8]=2)[N:3]1[C:19](=[O:21])[CH3:20].[O:22]1[CH:26]=[CH:25][CH:24]=[C:23]1[C:27](Cl)=[O:28].N1C=CC=CC=1.